From a dataset of Full USPTO retrosynthesis dataset with 1.9M reactions from patents (1976-2016). Predict the reactants needed to synthesize the given product. (1) The reactants are: CO[CH:3]([O:20]C)[C:4]1[CH:9]=[CH:8][C:7]([O:10][CH2:11][CH2:12][N:13]2[CH2:18][CH2:17][O:16][CH2:15][CH2:14]2)=[C:6]([NH2:19])[CH:5]=1.[C:22](Cl)(=[O:29])[C:23]1[CH:28]=[CH:27][CH:26]=[CH:25][CH:24]=1.N1C=CC=CC=1.Cl.C(=O)([O-])O.[Na+]. Given the product [C:22]([NH:19][C:6]1[CH:5]=[C:4]([CH:9]=[CH:8][C:7]=1[O:10][CH2:11][CH2:12][N:13]1[CH2:14][CH2:15][O:16][CH2:17][CH2:18]1)[CH:3]=[O:20])(=[O:29])[C:23]1[CH:28]=[CH:27][CH:26]=[CH:25][CH:24]=1, predict the reactants needed to synthesize it. (2) Given the product [Cl:1][C:2]1[CH:7]=[C:6]([Cl:8])[CH:5]=[CH:4][C:3]=1[C:9]1[C:14]([CH:15]=[O:16])=[C:13]([CH3:17])[N:12]=[C:11]([C:18]2[CH:19]=[CH:20][CH:21]=[CH:22][CH:23]=2)[N:10]=1, predict the reactants needed to synthesize it. The reactants are: [Cl:1][C:2]1[CH:7]=[C:6]([Cl:8])[CH:5]=[CH:4][C:3]=1[C:9]1[C:14]([CH2:15][OH:16])=[C:13]([CH3:17])[N:12]=[C:11]([C:18]2[CH:23]=[CH:22][CH:21]=[CH:20][CH:19]=2)[N:10]=1.CC(OI1(OC(C)=O)(OC(C)=O)OC(=O)C2C=CC=CC1=2)=O. (3) Given the product [Br:23][C:13]1[CH:14]=[C:9]([C:3]([OH:8])([C:4]([F:7])([F:6])[F:5])[C:2]([F:1])([F:21])[F:22])[CH:10]=[CH:11][C:12]=1[N:15]1[CH2:20][CH2:19][N:18]([S:39]([C:35]2[S:34][CH:38]=[CH:37][CH:36]=2)(=[O:41])=[O:40])[CH2:17][CH2:16]1, predict the reactants needed to synthesize it. The reactants are: [F:1][C:2]([F:22])([F:21])[C:3]([C:9]1[CH:14]=[CH:13][C:12]([N:15]2[CH2:20][CH2:19][NH:18][CH2:17][CH2:16]2)=[CH:11][CH:10]=1)([OH:8])[C:4]([F:7])([F:6])[F:5].[Br:23]Br.CCN(C(C)C)C(C)C.[S:34]1[CH:38]=[CH:37][CH:36]=[C:35]1[S:39](Cl)(=[O:41])=[O:40]. (4) Given the product [CH2:6]([O:13][C:14]1[CH:15]=[CH:16][C:17]([N:20]2[C:8]([C:1]3[CH:2]=[CH:15][CH:16]=[CH:17][N:20]=3)=[CH:7][CH:6]=[N:21]2)=[CH:18][CH:19]=1)[C:7]1[CH:8]=[CH:9][CH:10]=[CH:11][CH:12]=1, predict the reactants needed to synthesize it. The reactants are: [C:1](O)(=O)[CH3:2].Cl.[CH2:6]([O:13][C:14]1[CH:19]=[CH:18][C:17]([NH:20][NH2:21])=[CH:16][CH:15]=1)[C:7]1[CH:12]=[CH:11][CH:10]=[CH:9][CH:8]=1.C(=O)(O)[O-].[Na+]. (5) Given the product [CH3:19][O:20][C:21](=[O:30])[CH2:22][C:23]1[CH:24]=[CH:25][C:26]([C:18]#[C:17][C:5]2[CH:6]=[C:7]3[C:12](=[C:3]([CH2:1][CH3:2])[CH:4]=2)[O:11][C:10]([CH3:13])([CH3:14])[CH2:9][C:8]3([CH3:16])[CH3:15])=[CH:27][CH:28]=1, predict the reactants needed to synthesize it. The reactants are: [CH2:1]([C:3]1[CH:4]=[C:5]([C:17]#[CH:18])[CH:6]=[C:7]2[C:12]=1[O:11][C:10]([CH3:14])([CH3:13])[CH2:9][C:8]2([CH3:16])[CH3:15])[CH3:2].[CH3:19][O:20][C:21](=[O:30])[CH2:22][C:23]1[CH:28]=[CH:27][C:26](I)=[CH:25][CH:24]=1.C(N(CC)CC)C.